From a dataset of NCI-60 drug combinations with 297,098 pairs across 59 cell lines. Regression. Given two drug SMILES strings and cell line genomic features, predict the synergy score measuring deviation from expected non-interaction effect. Cell line: RXF 393. Drug 2: C1CN(CCN1C(=O)CCBr)C(=O)CCBr. Synergy scores: CSS=2.32, Synergy_ZIP=-0.913, Synergy_Bliss=3.29, Synergy_Loewe=-0.237, Synergy_HSA=1.79. Drug 1: CCCCCOC(=O)NC1=NC(=O)N(C=C1F)C2C(C(C(O2)C)O)O.